From a dataset of Peptide-MHC class I binding affinity with 185,985 pairs from IEDB/IMGT. Regression. Given a peptide amino acid sequence and an MHC pseudo amino acid sequence, predict their binding affinity value. This is MHC class I binding data. The MHC is HLA-B18:01 with pseudo-sequence HLA-B18:01. The binding affinity (normalized) is 0. The peptide sequence is VPRRKAKII.